Dataset: Catalyst prediction with 721,799 reactions and 888 catalyst types from USPTO. Task: Predict which catalyst facilitates the given reaction. (1) Reactant: [F:1][C:2]1[CH:3]=[CH:4][C:5]([C:8]([C:10]2[C:19]([NH2:20])=[C:18]3[C:13]([CH:14]=[CH:15][CH:16]=[N:17]3)=[CH:12][CH:11]=2)=O)=[N:6][CH:7]=1.[CH3:21][NH:22][S:23](Cl)(=[O:25])=[O:24].[BH4-].[Na+]. Product: [F:1][C:2]1[CH:3]=[CH:4][C:5]([CH:8]2[C:10]3[CH:11]=[CH:12][C:13]4[C:18](=[N:17][CH:16]=[CH:15][CH:14]=4)[C:19]=3[NH:20][S:23](=[O:25])(=[O:24])[N:22]2[CH3:21])=[N:6][CH:7]=1. The catalyst class is: 17. (2) Reactant: [S:1]1[C:5]2[CH:6]=[CH:7][CH:8]=[CH:9][C:4]=2[N:3]=[C:2]1[NH:10][NH2:11].C([O:14][C:15](=O)[CH2:16][C:17]([C:19]1[S:20][C:21]([Br:24])=[CH:22][CH:23]=1)=O)C.CC(O)=O. Product: [S:1]1[C:5]2[CH:6]=[CH:7][CH:8]=[CH:9][C:4]=2[N:3]=[C:2]1[N:10]1[C:15](=[O:14])[CH:16]=[C:17]([C:19]2[S:20][C:21]([Br:24])=[CH:22][CH:23]=2)[NH:11]1. The catalyst class is: 8. (3) Reactant: [N+:1]([C:4]1[CH:11]=[CH:10][C:7]([CH:8]=[O:9])=[CH:6][CH:5]=1)([O-:3])=[O:2].C(O[CH:15](OCC)[CH2:16][NH2:17])C.O=P12OP3(OP(OP(O3)(O1)=O)(=O)O2)=O.[OH-].[NH4+]. Product: [N+:1]([C:4]1[CH:5]=[CH:6][C:7]([C:8]2[O:9][CH:15]=[CH:16][N:17]=2)=[CH:10][CH:11]=1)([O-:3])=[O:2]. The catalyst class is: 65. (4) Reactant: [N+:1]([C:4]1[CH:5]=[C:6]([CH:9]=[CH:10][CH:11]=1)[CH:7]=[O:8])([O-:3])=[O:2].C(N(CC)CC)C.[P:19]([O-:24])([O:22][CH3:23])[O:20][CH3:21]. Product: [CH3:21][O:20][P:19]([CH:7]([OH:8])[C:6]1[CH:9]=[CH:10][CH:11]=[C:4]([N+:1]([O-:3])=[O:2])[CH:5]=1)(=[O:24])[O:22][CH3:23]. The catalyst class is: 13. (5) Product: [N:9]1([C:4]2[N:5]=[C:6]([Cl:8])[N:7]=[C:2]([NH:16][C@@H:17]3[CH2:22][CH2:21][C@H:20]([C:23]([OH:25])=[O:24])[CH2:19][CH2:18]3)[N:3]=2)[CH2:15][CH2:14][CH2:13][CH2:12][CH2:11][CH2:10]1. The catalyst class is: 144. Reactant: Cl[C:2]1[N:7]=[C:6]([Cl:8])[N:5]=[C:4]([N:9]2[CH2:15][CH2:14][CH2:13][CH2:12][CH2:11][CH2:10]2)[N:3]=1.[NH2:16][C@@H:17]1[CH2:22][CH2:21][C@H:20]([C:23]([OH:25])=[O:24])[CH2:19][CH2:18]1.[OH-].[Na+]. (6) Reactant: C([O:3][C:4](=[O:43])[CH2:5][CH:6]1[CH2:11][CH2:10][N:9]([C:12](=[O:42])[CH2:13][CH:14]2[C:25]3=[N:26][O:27][C:28]([CH:29]([CH3:31])[CH3:30])=[C:24]3[C:18]3[CH:19]=[CH:20][C:21]([Cl:23])=[CH:22][C:17]=3[CH:16]([C:32]3[CH:37]=[CH:36][CH:35]=[C:34]([O:38][CH3:39])[C:33]=3[O:40][CH3:41])[O:15]2)[CH2:8][CH2:7]1)C.Cl.O. Product: [Cl:23][C:21]1[CH:20]=[CH:19][C:18]2[C:24]3[C:25]([CH:14]([CH2:13][C:12]([N:9]4[CH2:10][CH2:11][CH:6]([CH2:5][C:4]([OH:43])=[O:3])[CH2:7][CH2:8]4)=[O:42])[O:15][CH:16]([C:32]4[CH:37]=[CH:36][CH:35]=[C:34]([O:38][CH3:39])[C:33]=4[O:40][CH3:41])[C:17]=2[CH:22]=1)=[N:26][O:27][C:28]=3[CH:29]([CH3:31])[CH3:30]. The catalyst class is: 12.